This data is from Forward reaction prediction with 1.9M reactions from USPTO patents (1976-2016). The task is: Predict the product of the given reaction. (1) The product is: [C:1]([O:5][C@@H:6]([C:12]1[C:13]([CH3:44])=[N:14][C:15]2[N:16]([N:30]=[C:31]([C:33](=[O:43])[NH:34][CH2:35][C:36]3[CH:37]=[CH:38][C:39]([F:42])=[CH:40][CH:41]=3)[CH:32]=2)[C:17]=1[C:18]1[C:19]([CH3:29])=[C:20]2[C:25](=[C:26]([F:28])[CH:27]=1)[O:24][CH2:23][CH2:22][CH2:21]2)[C:7]([OH:9])=[O:8])([CH3:4])([CH3:3])[CH3:2]. Given the reactants [C:1]([O:5][C@@H:6]([C:12]1[C:13]([CH3:44])=[N:14][C:15]2[N:16]([N:30]=[C:31]([C:33](=[O:43])[NH:34][CH2:35][C:36]3[CH:41]=[CH:40][C:39]([F:42])=[CH:38][CH:37]=3)[CH:32]=2)[C:17]=1[C:18]1[C:19]([CH3:29])=[C:20]2[C:25](=[C:26]([F:28])[CH:27]=1)[O:24][CH2:23][CH2:22][CH2:21]2)[C:7]([O:9]CC)=[O:8])([CH3:4])([CH3:3])[CH3:2].[OH-].[Na+], predict the reaction product. (2) Given the reactants [CH3:1][C:2]([CH3:7])([CH3:6])[C:3](Cl)=O.[CH3:8][C:9]1[N:14]=[C:13]([NH2:15])[CH:12]=[CH:11][CH:10]=1.C(=O)([O-])O.[Na+], predict the reaction product. The product is: [CH3:1][C:2]([CH3:7])([CH3:6])[CH2:3][NH:15][C:13]1[CH:12]=[CH:11][CH:10]=[C:9]([CH3:8])[N:14]=1. (3) Given the reactants CN(C)C=O.[C:6](Cl)(=O)[C:7]([Cl:9])=[O:8].[CH3:12][O:13][C:14]1[CH:15]=[C:16](CC(O)=O)[CH:17]=[CH:18][C:19]=1[O:20][CH3:21], predict the reaction product. The product is: [CH3:12][O:13][C:14]1[CH:15]=[C:16]([CH2:6][C:7]([Cl:9])=[O:8])[CH:17]=[CH:18][C:19]=1[O:20][CH3:21]. (4) Given the reactants [S:1]1[CH:9]2[C:4]([CH2:5][NH:6][CH2:7][CH2:8]2)=[CH:3][C:2]1=[O:10].CC1C=CC(S(O)(=O)=O)=CC=1.C(=O)([O-])[O-].[K+].[K+].[Br:28][CH:29]([C:35]1[CH:40]=[CH:39][CH:38]=[CH:37][C:36]=1[F:41])[C:30]([CH:32]1[CH2:34][CH2:33]1)=[O:31], predict the reaction product. The product is: [BrH:28].[CH:32]1([C:30]([CH:29]([N:6]2[CH2:7][CH2:8][CH:9]3[S:1][C:2](=[O:10])[CH:3]=[C:4]3[CH2:5]2)[C:35]2[CH:40]=[CH:39][CH:38]=[CH:37][C:36]=2[F:41])=[O:31])[CH2:34][CH2:33]1. (5) Given the reactants [CH3:1][O:2][C:3](=[O:15])[C:4]1[CH:9]=[C:8]([F:10])[CH:7]=[C:6]([N+:11]([O-:13])=[O:12])[C:5]=1[CH3:14].[Br:16]N1C(=O)CCC1=O.C(OOC(=O)C1C=CC=CC=1)(=O)C1C=CC=CC=1.C1(=O)NC(=O)CC1, predict the reaction product. The product is: [CH3:1][O:2][C:3](=[O:15])[C:4]1[CH:9]=[C:8]([F:10])[CH:7]=[C:6]([N+:11]([O-:13])=[O:12])[C:5]=1[CH2:14][Br:16]. (6) Given the reactants Br[CH:2]=[C:3]1[C:9]2[CH:10]=[CH:11][CH:12]=[CH:13][C:8]=2[CH2:7][O:6][C:5]2[CH:14]=[C:15]([F:18])[CH:16]=[CH:17][C:4]1=2.[CH:19]([N:22]1[C:26]2[CH:27]=[CH:28][C:29](B(O)O)=[CH:30][C:25]=2[NH:24][C:23]1=[O:34])([CH3:21])[CH3:20].C([O-])([O-])=O.[Na+].[Na+], predict the reaction product. The product is: [F:18][C:15]1[CH:16]=[CH:17][C:4]2[C:3](=[CH:2][C:29]3[CH:28]=[CH:27][C:26]4[N:22]([CH:19]([CH3:21])[CH3:20])[C:23](=[O:34])[NH:24][C:25]=4[CH:30]=3)[C:9]3[CH:10]=[CH:11][CH:12]=[CH:13][C:8]=3[CH2:7][O:6][C:5]=2[CH:14]=1.